The task is: Predict the reactants needed to synthesize the given product.. This data is from Full USPTO retrosynthesis dataset with 1.9M reactions from patents (1976-2016). (1) Given the product [Br:1][C:2]1[CH:3]=[CH:4][C:5]2[O:14][C:13]3[C:12](=[O:15])[NH:11][C:10]([CH2:16][O:24][C:18]4[CH:23]=[CH:22][CH:21]=[CH:20][CH:19]=4)=[N:9][C:8]=3[C:6]=2[CH:7]=1, predict the reactants needed to synthesize it. The reactants are: [Br:1][C:2]1[CH:3]=[CH:4][C:5]2[O:14][C:13]3[C:12](=[O:15])[NH:11][C:10]([CH2:16]Cl)=[N:9][C:8]=3[C:6]=2[CH:7]=1.[C:18]1([OH:24])[CH:23]=[CH:22][CH:21]=[CH:20][CH:19]=1.C([O-])([O-])=O.[K+].[K+]. (2) Given the product [NH2:30][C:31]1[S:32][C:33]([C:2]2[N:3]=[C:4]([N:18]3[CH2:23][CH2:22][O:21][CH2:20][CH2:19]3)[C:5]3[S:10][C:9]([CH2:11][N:12]([CH3:17])[S:13]([CH3:16])(=[O:15])=[O:14])=[CH:8][C:6]=3[N:7]=2)=[CH:34][N:35]=1, predict the reactants needed to synthesize it. The reactants are: Cl[C:2]1[N:3]=[C:4]([N:18]2[CH2:23][CH2:22][O:21][CH2:20][CH2:19]2)[C:5]2[S:10][C:9]([CH2:11][N:12]([CH3:17])[S:13]([CH3:16])(=[O:15])=[O:14])=[CH:8][C:6]=2[N:7]=1.C(OC(=O)[NH:30][C:31]1[S:32][C:33]([Sn](CCCC)(CCCC)CCCC)=[CH:34][N:35]=1)(C)(C)C. (3) Given the product [ClH:11].[CH3:1][O:2][C:3]1[CH:10]=[CH:9][C:6]([C:7](=[NH:8])[O:13][CH3:12])=[CH:5][CH:4]=1, predict the reactants needed to synthesize it. The reactants are: [CH3:1][O:2][C:3]1[CH:10]=[CH:9][C:6]([C:7]#[N:8])=[CH:5][CH:4]=1.[ClH:11].[CH3:12][OH:13].